From a dataset of Reaction yield outcomes from USPTO patents with 853,638 reactions. Predict the reaction yield, written as a fraction of the theoretical maximum amount of product (1.0 means a 100% yield; for example, 0.34 means a 34% yield). The reactants are O=[C:2]([NH:13][CH2:14][C:15]([F:18])([F:17])[F:16])[C@H:3]([NH:5][C:6](=[O:12])[O:7][C:8]([CH3:11])([CH3:10])[CH3:9])[CH3:4].P12(SP3(SP(SP(S3)(S1)=S)(=S)S2)=S)=[S:20].C[Si](C)(C)O[Si](C)(C)C. The catalyst is C(Cl)Cl. The product is [S:20]=[C:2]([NH:13][CH2:14][C:15]([F:18])([F:17])[F:16])[C@H:3]([NH:5][C:6](=[O:12])[O:7][C:8]([CH3:11])([CH3:10])[CH3:9])[CH3:4]. The yield is 0.300.